From a dataset of Full USPTO retrosynthesis dataset with 1.9M reactions from patents (1976-2016). Predict the reactants needed to synthesize the given product. (1) Given the product [NH2:26][C:27]1[N:32]=[C:31]([C:33]2[CH:38]=[CH:37][C:36]([CH2:39][C@H:40]([NH:44][C:45]([O:47][C:48]([CH3:51])([CH3:50])[CH3:49])=[O:46])[C:41]([OH:43])=[O:42])=[CH:35][CH:34]=2)[CH:30]=[C:29]([O:13][C@H:8]([C:5]2[CH:6]=[CH:7][C:2]([Cl:1])=[CH:3][C:4]=2[N:14]2[CH:18]=[CH:17][C:16]([CH3:19])=[N:15]2)[C:9]([F:12])([F:11])[F:10])[N:28]=1, predict the reactants needed to synthesize it. The reactants are: [Cl:1][C:2]1[CH:7]=[CH:6][C:5]([C@@H:8]([OH:13])[C:9]([F:12])([F:11])[F:10])=[C:4]([N:14]2[CH:18]=[CH:17][C:16]([CH3:19])=[N:15]2)[CH:3]=1.C(=O)([O-])[O-].[Cs+].[Cs+].[NH2:26][C:27]1[N:32]=[C:31]([C:33]2[CH:38]=[CH:37][C:36]([CH2:39][C@H:40]([NH:44][C:45]([O:47][C:48]([CH3:51])([CH3:50])[CH3:49])=[O:46])[C:41]([OH:43])=[O:42])=[CH:35][CH:34]=2)[CH:30]=[C:29](Cl)[N:28]=1.C(OC(OC(C)(C)C)=O)(OC(C)(C)C)=O. (2) Given the product [CH2:6]([N:8]1[C:20]2[CH:19]=[CH:18][C:17]([CH:29]=[O:30])=[CH:16][C:15]=2[C:14]2[C:9]1=[CH:10][CH:11]=[C:12]([CH:21]=[O:24])[CH:13]=2)[CH3:7], predict the reactants needed to synthesize it. The reactants are: O=P(Cl)(Cl)Cl.[CH2:6]([N:8]1[C:20]2[CH:19]=[CH:18][CH:17]=[CH:16][C:15]=2[C:14]2[C:9]1=[CH:10][CH:11]=[CH:12][CH:13]=2)[CH3:7].[C:21]([O-:24])(=O)C.[Na+].CN([CH:29]=[O:30])C. (3) Given the product [OH:15][CH2:14][CH2:13][CH2:12][CH2:11][NH:10][C:1](=[O:8])[C:2]1[CH:7]=[CH:6][CH:5]=[CH:4][CH:3]=1, predict the reactants needed to synthesize it. The reactants are: [C:1](Cl)(=[O:8])[C:2]1[CH:7]=[CH:6][CH:5]=[CH:4][CH:3]=1.[NH2:10][CH2:11][CH2:12][CH2:13][CH2:14][OH:15].C(N(CC)CC)C.C(=O)([O-])[O-].[Na+].[Na+]. (4) Given the product [N:9]([CH2:2][CH2:3][CH2:4][CH2:5][C:6]([OH:8])=[O:7])=[N+:10]=[N-:11], predict the reactants needed to synthesize it. The reactants are: Br[CH2:2][CH2:3][CH2:4][CH2:5][C:6]([OH:8])=[O:7].[N-:9]=[N+:10]=[N-:11].[Na+]. (5) Given the product [Si:15]([O:6][C@H:4]([CH3:5])[C:3]([O:2][CH3:1])=[O:7])([C:28]([CH3:31])([CH3:30])[CH3:29])([C:22]1[CH:23]=[CH:24][CH:25]=[CH:26][CH:27]=1)[C:16]1[CH:21]=[CH:20][CH:19]=[CH:18][CH:17]=1, predict the reactants needed to synthesize it. The reactants are: [CH3:1][O:2][C:3](=[O:7])[C@H:4]([OH:6])[CH3:5].C(N(CC)CC)C.[Si:15](Cl)([C:28]([CH3:31])([CH3:30])[CH3:29])([C:22]1[CH:27]=[CH:26][CH:25]=[CH:24][CH:23]=1)[C:16]1[CH:21]=[CH:20][CH:19]=[CH:18][CH:17]=1. (6) Given the product [OH:1][C@@:2]1([C:34]([F:37])([F:35])[F:36])[C:14]2[CH:13]=[C:12]([O:15][CH2:16][CH2:17][CH2:18][C:19]([OH:22])([CH3:21])[CH3:20])[CH:11]=[C:10]([C:23]3[CH:24]=[N:25][N:26]([C:28]([CH3:32])([CH3:33])[C:29]([NH2:43])=[O:30])[CH:27]=3)[C:9]=2[C:8]2[C:3]1=[CH:4][CH:5]=[CH:6][CH:7]=2, predict the reactants needed to synthesize it. The reactants are: [OH:1][C@@:2]1([C:34]([F:37])([F:36])[F:35])[C:14]2[CH:13]=[C:12]([O:15][CH2:16][CH2:17][CH2:18][C:19]([OH:22])([CH3:21])[CH3:20])[CH:11]=[C:10]([C:23]3[CH:24]=[N:25][N:26]([C:28]([CH3:33])([CH3:32])[C:29](O)=[O:30])[CH:27]=3)[C:9]=2[C:8]2[C:3]1=[CH:4][CH:5]=[CH:6][CH:7]=2.[Cl-].[NH4+].C([N:43](CC)C(C)C)(C)C.F[P-](F)(F)(F)(F)F.CN(C(N(C)C)=[N+]1C2C(=NC=CC=2)[N+]([O-])=N1)C. (7) Given the product [Cl:1][C:2]1[C:7]([CH2:8][CH3:9])=[C:6]([C:12]2[O:11][CH:15]=[CH:14][CH:13]=2)[N:5]=[CH:4][N:3]=1, predict the reactants needed to synthesize it. The reactants are: [Cl:1][C:2]1[C:7]([CH2:8][CH3:9])=[C:6](Cl)[N:5]=[CH:4][N:3]=1.[O:11]1[CH:15]=[CH:14][CH:13]=[C:12]1B(O)O.C(COC)OC.C(=O)([O-])[O-].[Na+].[Na+]. (8) Given the product [Cl:39][C:27]1[CH:28]=[C:29]([C:33]#[CH:34])[CH:30]=[C:31]([Cl:32])[C:26]=1[C:25]1[C:24]([CH3:40])=[N:23][N:22]2[C:17]([NH:16][CH2:15][CH2:14][NH:7][CH:8]3[CH2:9][CH2:10][O:11][CH2:12][CH2:13]3)=[CH:18][C:19]([CH3:41])=[N:20][C:21]=12, predict the reactants needed to synthesize it. The reactants are: C(OC(=O)[N:7]([CH2:14][CH2:15][NH:16][C:17]1[N:22]2[N:23]=[C:24]([CH3:40])[C:25]([C:26]3[C:31]([Cl:32])=[CH:30][C:29]([C:33]#[C:34][Si](C)(C)C)=[CH:28][C:27]=3[Cl:39])=[C:21]2[N:20]=[C:19]([CH3:41])[CH:18]=1)[CH:8]1[CH2:13][CH2:12][O:11][CH2:10][CH2:9]1)(C)(C)C.[OH-].[K+].